Task: Binary Classification. Given a drug SMILES string, predict its activity (active/inactive) in a high-throughput screening assay against a specified biological target.. Dataset: HIV replication inhibition screening data with 41,000+ compounds from the AIDS Antiviral Screen The molecule is CC(=O)OC12CCCC(=O)C1C1CCC=CCCC12. The result is 0 (inactive).